Dataset: Forward reaction prediction with 1.9M reactions from USPTO patents (1976-2016). Task: Predict the product of the given reaction. (1) The product is: [CH2:15]([O:17][C:18]([CH:20]1[CH2:25][CH2:24][N:23]([C:26](=[O:49])[C:27]2[CH:32]=[CH:31][CH:30]=[C:29]([C@@H:33]([N:41]3[CH2:46][C@@H:45]([CH3:47])[N:44]([CH2:54][C:53]4[CH:56]=[CH:57][CH:58]=[C:51]([F:50])[CH:52]=4)[CH2:43][C@@H:42]3[CH3:48])[C:34]3[CH:39]=[CH:38][CH:37]=[C:36]([OH:40])[CH:35]=3)[CH:28]=2)[CH2:22][CH2:21]1)=[O:19])[CH3:16]. Given the reactants C(O[BH-](OC(=O)C)OC(=O)C)(=O)C.[Na+].[CH2:15]([O:17][C:18]([CH:20]1[CH2:25][CH2:24][N:23]([C:26](=[O:49])[C:27]2[CH:32]=[CH:31][CH:30]=[C:29]([C@@H:33]([N:41]3[CH2:46][C@@H:45]([CH3:47])[NH:44][CH2:43][C@@H:42]3[CH3:48])[C:34]3[CH:39]=[CH:38][CH:37]=[C:36]([OH:40])[CH:35]=3)[CH:28]=2)[CH2:22][CH2:21]1)=[O:19])[CH3:16].[F:50][C:51]1[CH:52]=[C:53]([CH:56]=[CH:57][CH:58]=1)[CH:54]=O.C(O)(=O)C, predict the reaction product. (2) Given the reactants [NH2:1][CH2:2][C:3]1[CH:7]=[CH:6][S:5][C:4]=1[C:8]([O:10]C)=O.C([O-])([O-])=O.[K+].[K+].CO, predict the reaction product. The product is: [S:5]1[C:4]2[C:8](=[O:10])[NH:1][CH2:2][C:3]=2[CH:7]=[CH:6]1. (3) Given the reactants O[C:2]1[C:7]([C:8]([O:10][CH2:11][CH3:12])=[O:9])=[C:6]([CH3:13])[N:5]=[C:4]2[N:14]([CH3:17])[CH:15]=[CH:16][C:3]=12.N1C=CC=CC=1.O(S(C(F)(F)F)(=O)=O)S(C(F)(F)F)(=O)=O.[Na+].[I-:40].Cl.[O-]S([O-])(=S)=O.[Na+].[Na+], predict the reaction product. The product is: [I:40][C:2]1[C:7]([C:8]([O:10][CH2:11][CH3:12])=[O:9])=[C:6]([CH3:13])[N:5]=[C:4]2[N:14]([CH3:17])[CH:15]=[CH:16][C:3]=12. (4) Given the reactants [CH3:1][C:2]([C:4]1[CH:9]=[CH:8][C:7]([F:10])=[CH:6][CH:5]=1)=[O:3].[Br:11]Br, predict the reaction product. The product is: [Br:11][CH2:1][C:2]([C:4]1[CH:9]=[CH:8][C:7]([F:10])=[CH:6][CH:5]=1)=[O:3]. (5) Given the reactants CN(C)CCO.[Li]CCCC.[Cl:12][C:13]1[CH:18]=[CH:17][N:16]=[CH:15][C:14]=1[CH:19]1[CH2:21][CH2:20]1.[C:22](=[O:24])=[O:23].Cl, predict the reaction product. The product is: [Cl:12][C:13]1[C:14]([CH:19]2[CH2:21][CH2:20]2)=[CH:15][N:16]=[C:17]([C:22]([OH:24])=[O:23])[CH:18]=1. (6) Given the reactants C(Cl)(=O)C([Cl:4])=O.Cl[C:8]1[CH:17]=[CH:16][C:15]2[N:14]=[C:13]([CH3:18])[CH:12]=[CH:11][C:10]=2[C:9]=1[C:19]([OH:21])=O.[C:22]12([CH2:32][NH2:33])[CH2:31][CH:26]3[CH2:27][CH:28]([CH2:30][CH:24]([CH2:25]3)[CH2:23]1)[CH2:29]2.C(N(CC)CC)C, predict the reaction product. The product is: [C:22]12([CH2:32][NH:33][C:19]([C:9]3[C:10]4[CH:11]=[C:12]([Cl:4])[C:13]([CH3:18])=[N:14][C:15]=4[CH:16]=[CH:17][CH:8]=3)=[O:21])[CH2:29][CH:28]3[CH2:27][CH:26]([CH2:25][CH:24]([CH2:30]3)[CH2:23]1)[CH2:31]2.